Predict which catalyst facilitates the given reaction. From a dataset of Catalyst prediction with 721,799 reactions and 888 catalyst types from USPTO. (1) Reactant: C[O:2][C:3]([CH:5]1[CH2:9][CH2:8][CH2:7][N:6]1[C:10]([C:12]1[CH:13]=[N:14][CH:15]=[CH:16][CH:17]=1)=[O:11])=[O:4].[OH-].[Li+]. Product: [N:14]1[CH:15]=[CH:16][CH:17]=[C:12]([C:10]([N:6]2[CH2:7][CH2:8][CH2:9][CH:5]2[C:3]([OH:4])=[O:2])=[O:11])[CH:13]=1. The catalyst class is: 20. (2) Reactant: [CH3:1][O:2][CH:3]([O:6][CH3:7])[CH2:4][OH:5].[H-].[Na+].[CH2:10]([O:12][CH:13]([O:16][CH2:17][CH3:18])[CH2:14]Br)[CH3:11]. Product: [CH2:10]([O:12][CH:13]([O:16][CH2:17][CH3:18])[CH2:14][O:5][CH2:4][CH:3]([O:6][CH3:7])[O:2][CH3:1])[CH3:11]. The catalyst class is: 1. (3) Product: [C:36]([O:17][C:15](=[O:16])[C@@H:14]([NH:13][C:11]([C:6]1([CH2:5][CH2:4][NH2:1])[CH2:10][CH2:9][CH2:8][CH2:7]1)=[O:12])[CH2:18][C:19]1[CH:24]=[CH:23][C:22]([NH:25][C:26](=[O:35])[C:27]2[C:32]([Cl:33])=[CH:31][CH:30]=[CH:29][C:28]=2[Cl:34])=[CH:21][CH:20]=1)([CH3:37])([CH3:40])[CH3:41]. Reactant: [N:1]([CH2:4][CH2:5][C:6]1([C:11]([NH:13][C@@H:14]([CH2:18][C:19]2[CH:24]=[CH:23][C:22]([NH:25][C:26](=[O:35])[C:27]3[C:32]([Cl:33])=[CH:31][CH:30]=[CH:29][C:28]=3[Cl:34])=[CH:21][CH:20]=2)[C:15]([OH:17])=[O:16])=[O:12])[CH2:10][CH2:9][CH2:8][CH2:7]1)=[N+]=[N-].[CH2:36]1[CH2:40]OC[CH2:37]1.[CH3:41]P(C)C. The catalyst class is: 2. (4) Reactant: O.C1(C)C=CC(S(O)(=O)=O)=CC=1.[Br:13][C:14]1[C:22]2[N:21]=[N:20][N:19]([CH2:23][C:24]([CH3:27])([CH3:26])[CH3:25])[C:18]=2[CH:17]=[CH:16][C:15]=1N.N([O-])=O.[Na+].[I-:33].[K+].C(=O)(O)[O-].[Na+].[O-]S([O-])(=S)=O.[Na+].[Na+]. Product: [Br:13][C:14]1[C:22]2[N:21]=[N:20][N:19]([CH2:23][C:24]([CH3:27])([CH3:26])[CH3:25])[C:18]=2[CH:17]=[CH:16][C:15]=1[I:33]. The catalyst class is: 47. (5) Reactant: [NH2:1][C:2]1[N:3]=[C:4]([NH:10]C(C2C=CC=CC=2)(C2C=CC=CC=2)C2C=CC=CC=2)[S:5][C:6]=1[C:7](=[S:9])[NH2:8].Br[CH2:31][C:32]([C:34]1[CH:35]=[C:36]([NH:40][C:41]([C:43]2[S:44][C:45]([Cl:48])=[CH:46][CH:47]=2)=[O:42])[CH:37]=[CH:38][CH:39]=1)=O.C(O)(C(F)(F)F)=O. Product: [NH2:10][C:4]1[S:5][C:6]([C:7]2[S:9][CH:31]=[C:32]([C:34]3[CH:35]=[C:36]([NH:40][C:41]([C:43]4[S:44][C:45]([Cl:48])=[CH:46][CH:47]=4)=[O:42])[CH:37]=[CH:38][CH:39]=3)[N:8]=2)=[C:2]([NH2:1])[N:3]=1. The catalyst class is: 121.